Dataset: Reaction yield outcomes from USPTO patents with 853,638 reactions. Task: Predict the reaction yield, written as a fraction of the theoretical maximum amount of product (1.0 means a 100% yield; for example, 0.34 means a 34% yield). (1) The reactants are C1[C:6](/[CH:7]=[CH:8]/[C:9]([OH:11])=[O:10])=[CH:5]C=C(O)C=1.CCN=C=NCCCN(C)C.C1C=CC2N([OH:33])N=NC=2C=1.N[C:35]12[C:53]3[C:48](=[CH:49][CH:50]=[CH:51][CH:52]=3)[C:47](=[O:54])C1(O)[C:37]1[C:42]([O:43]2)=[CH:41][C:40]([CH:44]([CH3:46])[CH3:45])=[CH:39][CH:38]=1.[CH3:56][N:57]([CH:59]=[O:60])C. The catalyst is C(Cl)Cl. The product is [OH:33][C:35]12[C:53]3[C:48](=[CH:49][CH:50]=[CH:51][CH:52]=3)[C:47](=[O:54])[C:56]1([NH:57][C:59]([C:6]1[CH:7]=[CH:8][C:9](=[O:11])[O:10][CH:5]=1)=[O:60])[C:37]1[CH:38]=[CH:39][C:40]([CH:44]([CH3:45])[CH3:46])=[CH:41][C:42]=1[O:43]2. The yield is 0.140. (2) The reactants are [C:1]([C:5]1[CH:9]=[C:8]([NH2:10])[N:7]([C:11]2[CH:16]=[CH:15][C:14]([CH3:17])=[CH:13][CH:12]=2)[N:6]=1)([CH3:4])([CH3:3])[CH3:2].C1N=CN([C:23](N2C=NC=C2)=[O:24])C=1.[NH2:30][C:31]1[C:40]2[C:35](=[CH:36][CH:37]=[CH:38][CH:39]=2)[C:34]([O:41][CH2:42][CH:43]([C:45]2[CH:50]=[CH:49][N:48]=[C:47]([NH:51][C:52](=[O:58])[O:53][C:54]([CH3:57])([CH3:56])[CH3:55])[CH:46]=2)[CH3:44])=[CH:33][CH:32]=1. The catalyst is C(Cl)Cl. The product is [C:1]([C:5]1[CH:9]=[C:8]([NH:10][C:23](=[O:24])[NH:30][C:31]2[C:40]3[C:35](=[CH:36][CH:37]=[CH:38][CH:39]=3)[C:34]([O:41][CH2:42][CH:43]([C:45]3[CH:50]=[CH:49][N:48]=[C:47]([NH:51][C:52](=[O:58])[O:53][C:54]([CH3:57])([CH3:56])[CH3:55])[CH:46]=3)[CH3:44])=[CH:33][CH:32]=2)[N:7]([C:11]2[CH:12]=[CH:13][C:14]([CH3:17])=[CH:15][CH:16]=2)[N:6]=1)([CH3:4])([CH3:3])[CH3:2]. The yield is 0.500. (3) The reactants are C(OC([N:8](C(OC(C)(C)C)=O)[C:9]1[C:10]([C:16]2[N:20](C(OC(C)(C)C)=O)[C:19]3[CH:28]=[CH:29][CH:30]=[CH:31][C:18]=3[N:17]=2)=[N:11][C:12](Br)=[CH:13][N:14]=1)=O)(C)(C)C.CC1(C)C(C)(C)OB([C:47]2[CH2:48][CH2:49][N:50]([C:53]([O:55][C:56]([CH3:59])([CH3:58])[CH3:57])=[O:54])[CH2:51][CH:52]=2)O1.C(P(C(C)(C)C)C1C=CC(N(C)C)=CC=1)(C)(C)C.C([O-])([O-])=O.[K+].[K+]. The catalyst is C1(C)C=CC=CC=1.O.C(Cl)Cl.Cl[Pd]Cl. The product is [NH2:8][C:9]1[N:14]=[CH:13][C:12]([C:47]2[CH2:52][CH2:51][N:50]([C:53]([O:55][C:56]([CH3:59])([CH3:58])[CH3:57])=[O:54])[CH2:49][CH:48]=2)=[N:11][C:10]=1[C:16]1[NH:17][C:18]2[CH:31]=[CH:30][CH:29]=[CH:28][C:19]=2[N:20]=1. The yield is 0.820.